Dataset: Reaction yield outcomes from USPTO patents with 853,638 reactions. Task: Predict the reaction yield, written as a fraction of the theoretical maximum amount of product (1.0 means a 100% yield; for example, 0.34 means a 34% yield). (1) The reactants are [NH:1]1[CH2:6][CH2:5][NH:4][CH2:3][C:2]1=[O:7].C[Al](C)C.[F:12][C:13]1[CH:18]=[CH:17][CH:16]=[C:15]([F:19])[C:14]=1[N:20]1[C:25]2[N:26]=[C:27]([NH:38][CH2:39][C:40](OC)=[O:41])[N:28]=[C:29]([C:30]3[CH:35]=[CH:34][C:33]([F:36])=[CH:32][C:31]=3[CH3:37])[C:24]=2[CH:23]=[CH:22][C:21]1=[O:44]. No catalyst specified. The product is [F:12][C:13]1[CH:18]=[CH:17][CH:16]=[C:15]([F:19])[C:14]=1[N:20]1[C:25]2[N:26]=[C:27]([NH:38][CH2:39][C:40](=[O:41])[N:4]3[CH2:5][CH2:6][NH:1][C:2](=[O:7])[CH2:3]3)[N:28]=[C:29]([C:30]3[CH:35]=[CH:34][C:33]([F:36])=[CH:32][C:31]=3[CH3:37])[C:24]=2[CH:23]=[CH:22][C:21]1=[O:44]. The yield is 0.290. (2) The reactants are [CH:1]1([S:4]([NH2:7])(=[O:6])=[O:5])[CH2:3][CH2:2]1.[H-].[Na+].[C:10]([C:13]1[CH:14]=[C:15]([CH:19]2[CH2:28][C:27]([CH3:30])([CH3:29])[C:26]3[C:21](=[CH:22][CH:23]=[C:24]([C:31](O)=[O:32])[CH:25]=3)[NH:20]2)[CH:16]=[CH:17][CH:18]=1)(=[O:12])[NH2:11].C(N1C=CN=C1)(N1C=CN=C1)=O. The catalyst is CN(C)C=O.O. The product is [CH:1]1([S:4]([NH:7][C:31]([C:24]2[CH:25]=[C:26]3[C:21](=[CH:22][CH:23]=2)[NH:20][CH:19]([C:15]2[CH:14]=[C:13]([CH:18]=[CH:17][CH:16]=2)[C:10]([NH2:11])=[O:12])[CH2:28][C:27]3([CH3:30])[CH3:29])=[O:32])(=[O:6])=[O:5])[CH2:3][CH2:2]1. The yield is 0.240. (3) The reactants are [Cl:1][C:2]1[CH:7]=[CH:6][C:5]([CH3:8])=[CH:4][C:3]=1[NH:9][C:10]1[N:15]2[N:16]=[CH:17][C:18]([S:19](=[O:24])(=[O:23])[NH:20][CH2:21][CH3:22])=[C:14]2[N:13]=[CH:12][C:11]=1[C:25]([O:27]CC)=O.[F:30][C:31]1[CH:36]=[CH:35][C:34]([CH:37]2[CH2:42][CH2:41][NH:40][CH2:39][CH2:38]2)=[CH:33][CH:32]=1. No catalyst specified. The product is [CH2:21]([NH:20][S:19]([C:18]1[CH:17]=[N:16][N:15]2[C:10]([NH:9][C:3]3[CH:4]=[C:5]([CH3:8])[CH:6]=[CH:7][C:2]=3[Cl:1])=[C:11]([C:25]([N:40]3[CH2:41][CH2:42][CH:37]([C:34]4[CH:33]=[CH:32][C:31]([F:30])=[CH:36][CH:35]=4)[CH2:38][CH2:39]3)=[O:27])[CH:12]=[N:13][C:14]=12)(=[O:24])=[O:23])[CH3:22]. The yield is 0.160.